Dataset: M1 muscarinic receptor agonist screen with 61,833 compounds. Task: Binary Classification. Given a drug SMILES string, predict its activity (active/inactive) in a high-throughput screening assay against a specified biological target. (1) The compound is S(=O)(=O)(N)c1ccc(n2nncc2C23CC4CC(C3)CC(C2)C4)cc1. The result is 0 (inactive). (2) The compound is O(C(=O)c1cc(N2C(N=C(N=C2N)N)(C)C)ccc1)CC. The result is 0 (inactive). (3) The compound is s1c(C(N2CC(CC(C2)C)C)c2ccc(cc2)C)c(O)n2ncnc12. The result is 0 (inactive). (4) The compound is Clc1ccc(Cc2sc3n(n2)c(nn3)c2cc(OC)c(OC)c(OC)c2)cc1. The result is 0 (inactive).